From a dataset of hERG Central: cardiac toxicity at 1µM, 10µM, and general inhibition. Predict hERG channel inhibition at various concentrations. (1) The compound is CCOc1ccccc1CNC(=O)C(C)n1nc(C)c2c(C)n(-c3ccccc3)nc2c1=O. Results: hERG_inhib (hERG inhibition (general)): blocker. (2) The compound is CCCCCCn1c(CN2CCCC(C)C2)nc2c1c(=O)n(C)c(=O)n2C. Results: hERG_inhib (hERG inhibition (general)): blocker. (3) The drug is O=C(c1ccc(F)cc1)N1CCCC(c2nc(-c3ccncc3)no2)C1. Results: hERG_inhib (hERG inhibition (general)): blocker.